From a dataset of Reaction yield outcomes from USPTO patents with 853,638 reactions. Predict the reaction yield, written as a fraction of the theoretical maximum amount of product (1.0 means a 100% yield; for example, 0.34 means a 34% yield). (1) The reactants are [Cl:1][C:2]1[C:7]([C:8]2([CH3:11])[CH2:10][CH2:9]2)=[CH:6][C:5]([NH:12][CH2:13][C:14]([OH:16])=O)=[C:4]([O:17][CH3:18])[CH:3]=1.[N:19]1([CH:25]2[CH2:28][N:27]([C:29]([O:31][C:32]([CH3:35])([CH3:34])[CH3:33])=[O:30])[CH2:26]2)[CH2:24][CH2:23][NH:22][CH2:21][CH2:20]1.F[P-](F)(F)(F)(F)F.N1(O[P+](N(C)C)(N(C)C)N(C)C)C2C=CC=CC=2N=N1.CCN(C(C)C)C(C)C. The catalyst is CN(C=O)C. The product is [Cl:1][C:2]1[C:7]([C:8]2([CH3:11])[CH2:9][CH2:10]2)=[CH:6][C:5]([NH:12][CH2:13][C:14]([N:22]2[CH2:23][CH2:24][N:19]([CH:25]3[CH2:26][N:27]([C:29]([O:31][C:32]([CH3:35])([CH3:34])[CH3:33])=[O:30])[CH2:28]3)[CH2:20][CH2:21]2)=[O:16])=[C:4]([O:17][CH3:18])[CH:3]=1. The yield is 0.950. (2) The reactants are [CH3:1][C:2]1[CH:7]=[CH:6][N:5]=[C:4]([N:8]2[CH2:13][CH2:12][NH:11][CH2:10][CH2:9]2)[C:3]=1[C:14]([O:16][CH:17]([CH3:19])[CH3:18])=[O:15].[CH:20]([C:22]1[CH:31]=[CH:30][C:25]([C:26]([O:28][CH3:29])=[O:27])=[CH:24][CH:23]=1)=O.C(O)(=O)C.C([BH3-])#N.[Na+]. The catalyst is CO. The product is [CH3:1][C:2]1[CH:7]=[CH:6][N:5]=[C:4]([N:8]2[CH2:9][CH2:10][N:11]([CH2:20][C:22]3[CH:23]=[CH:24][C:25]([C:26]([O:28][CH3:29])=[O:27])=[CH:30][CH:31]=3)[CH2:12][CH2:13]2)[C:3]=1[C:14]([O:16][CH:17]([CH3:19])[CH3:18])=[O:15]. The yield is 0.421. (3) The reactants are [N:1]1[CH:2]=[CH:3][N:4]2[CH:9]=[CH:8][N:7]=[CH:6][C:5]=12.C([O-])(=O)C.[Na+].[Br:15]Br. The catalyst is CO.[Br-].[K+]. The product is [Br:15][C:3]1[N:4]2[CH:9]=[CH:8][N:7]=[CH:6][C:5]2=[N:1][CH:2]=1. The yield is 1.00. (4) The reactants are [F:1][C:2]1[CH:7]=[C:6](F)[CH:5]=[C:4]([F:9])[C:3]=1[N+:10]([O-:12])=[O:11].C(=O)([O-])[O-].[K+].[K+].[NH:19]1[CH2:24][CH2:23][O:22][CH2:21][CH2:20]1. The catalyst is CS(C)=O.CCOC(C)=O. The product is [F:1][C:2]1[CH:7]=[C:6]([N:19]2[CH2:24][CH2:23][O:22][CH2:21][CH2:20]2)[CH:5]=[C:4]([F:9])[C:3]=1[N+:10]([O-:12])=[O:11]. The yield is 0.390.